From a dataset of Reaction yield outcomes from USPTO patents with 853,638 reactions. Predict the reaction yield, written as a fraction of the theoretical maximum amount of product (1.0 means a 100% yield; for example, 0.34 means a 34% yield). (1) The reactants are [CH2:1]([N:8]1[C:16]2[C:11](=[CH:12][C:13]([N:17]3[CH:21]=[CH:20][CH:19]=[CH:18]3)=[CH:14][CH:15]=2)[C:10]([C:22]2[CH:27]=[CH:26][CH:25]=[CH:24][CH:23]=2)=[C:9]1[C:28]([O:30]CC)=[O:29])[C:2]1[CH:7]=[CH:6][CH:5]=[CH:4][CH:3]=1.O.[OH-].[Li+]. The catalyst is C1COCC1.CO.O. The product is [CH2:1]([N:8]1[C:16]2[C:11](=[CH:12][C:13]([N:17]3[CH:18]=[CH:19][CH:20]=[CH:21]3)=[CH:14][CH:15]=2)[C:10]([C:22]2[CH:27]=[CH:26][CH:25]=[CH:24][CH:23]=2)=[C:9]1[C:28]([OH:30])=[O:29])[C:2]1[CH:7]=[CH:6][CH:5]=[CH:4][CH:3]=1. The yield is 0.940. (2) The reactants are [CH3:1][C@@:2]12[C:18](=[O:19])[CH2:17][CH2:16][C@H:15]1[C@H:14]1[C@@H:5]([C:6]3[CH:7]=[CH:8][C:9]([OH:20])=[CH:10][C:11]=3[CH2:12][CH2:13]1)[CH2:4][CH2:3]2.II.[C:23](O)(=[O:25])C. The catalyst is [Cu](Cl)Cl. The product is [CH3:1][C@@:2]12[C:18](=[O:19])[CH2:17][CH2:16][C@H:15]1[C@H:14]1[C@@H:5]([C:6]3[C:11]([CH2:12][CH2:13]1)=[CH:10][C:9]([OH:20])=[C:8]([O:25][CH3:23])[CH:7]=3)[CH2:4][CH2:3]2. The yield is 0.750. (3) The reactants are [C:1]([O:8][CH3:9])(=[O:7])[CH2:2][CH2:3][C:4]([NH2:6])=O.P12(SP3(SP(SP(S3)(S1)=S)(=S)S2)=S)=[S:11]. The catalyst is C1COCC1. The product is [NH2:6][C:4](=[S:11])[CH2:3][CH2:2][C:1]([O:8][CH3:9])=[O:7]. The yield is 0.570. (4) The reactants are [NH:1]1[C:11]2[C:12]3[C:3]([CH2:4][NH:5][C:6](=[O:13])[C:7]=3[CH:8]=[CH:9][CH:10]=2)=[CH:2]1.[Br-:14].[Br-].[Br-].[NH+]1C=CC=CC=1.[NH+]1C=CC=CC=1.[NH+]1C=CC=CC=1. The catalyst is C(Cl)Cl. The product is [Br:14][C:2]1[NH:1][C:11]2[C:12]3[C:3]=1[CH2:4][NH:5][C:6](=[O:13])[C:7]=3[CH:8]=[CH:9][CH:10]=2. The yield is 0.540.